From a dataset of Full USPTO retrosynthesis dataset with 1.9M reactions from patents (1976-2016). Predict the reactants needed to synthesize the given product. Given the product [CH2:1]([O:3][C:4]([C:6]1[CH:7]=[C:8]2[C:13](=[CH:14][CH:15]=1)[C:12]([Br:16])=[N:11][N:10]([CH:21]([CH3:24])[CH3:22])[C:9]2=[O:17])=[O:5])[CH3:2], predict the reactants needed to synthesize it. The reactants are: [CH2:1]([O:3][C:4]([C:6]1[CH:7]=[C:8]2[C:13](=[CH:14][CH:15]=1)[C:12]([Br:16])=[N:11][NH:10][C:9]2=[O:17])=[O:5])[CH3:2].[H-].[Na+].Br[CH:21]([CH3:24])[CH2:22]O.